From a dataset of Reaction yield outcomes from USPTO patents with 853,638 reactions. Predict the reaction yield, written as a fraction of the theoretical maximum amount of product (1.0 means a 100% yield; for example, 0.34 means a 34% yield). (1) The reactants are [NH:1]1[C:9]2[C:4](=[CH:5][CH:6]=[CH:7][CH:8]=2)[CH2:3][CH2:2]1.[F:10][C:11]1[CH:12]=[C:13]([C@H:17]2[O:19][C@@H:18]2[CH2:20][OH:21])[CH:14]=[CH:15][CH:16]=1. The catalyst is C(OCC)(=O)C. The product is [N:1]1([C@@H:17]([C:13]2[CH:14]=[CH:15][CH:16]=[C:11]([F:10])[CH:12]=2)[C@H:18]([OH:19])[CH2:20][OH:21])[C:9]2[C:4](=[CH:5][CH:6]=[CH:7][CH:8]=2)[CH2:3][CH2:2]1. The yield is 0.750. (2) The reactants are [CH:1]([N:4]1[C:8]([C:9]2[N:18]=[C:17]3[N:11]([CH2:12][CH2:13][O:14][C:15]4[CH:22]=[C:21]([CH:23]5[CH2:28][CH2:27][N:26]([C:29]([CH3:33])([CH3:32])[C:30]#[N:31])[CH2:25][CH2:24]5)[CH:20]=[CH:19][C:16]=43)[CH:10]=2)=[N:7][CH:6]=[N:5]1)([CH3:3])[CH3:2].S(=O)(=O)(O)[OH:35].C(=O)([O-])[O-].[Na+].[Na+]. No catalyst specified. The product is [CH:1]([N:4]1[C:8]([C:9]2[N:18]=[C:17]3[C:16]4[CH:19]=[CH:20][C:21]([CH:23]5[CH2:28][CH2:27][N:26]([C:29]([CH3:33])([CH3:32])[C:30]([NH2:31])=[O:35])[CH2:25][CH2:24]5)=[CH:22][C:15]=4[O:14][CH2:13][CH2:12][N:11]3[CH:10]=2)=[N:7][CH:6]=[N:5]1)([CH3:3])[CH3:2]. The yield is 0.600. (3) The reactants are Br[C:2]1[CH:3]=[CH:4][C:5]2[O:9][C:8]([CH:10]=[CH2:11])=[N:7][C:6]=2[CH:12]=1.[C:13]([C:15]1[CH:20]=[CH:19][C:18](B(O)O)=[CH:17][CH:16]=1)#[N:14].C(P(C(C)(C)C)C(C)(C)C)(C)(C)C.O1CCCC1. The catalyst is CCCCCC. The product is [CH:10]([C:8]1[O:9][C:5]2[CH:4]=[CH:3][C:2]([C:18]3[CH:19]=[CH:20][C:15]([C:13]#[N:14])=[CH:16][CH:17]=3)=[CH:12][C:6]=2[N:7]=1)=[CH2:11]. The yield is 0.780. (4) The reactants are [CH3:1][O:2][C:3]([C:5]1[CH:6]=[CH:7][C:8]([C:11]([OH:13])=O)=[N:9][CH:10]=1)=[O:4].C(N1C=CN=C1)(N1C=CN=C1)=O.Cl.[CH3:27][NH:28][O:29][CH3:30].C(N(CC)CC)C. The catalyst is ClCCl.CN(C=O)C.ClCCCl. The product is [CH3:1][O:2][C:3](=[O:4])[C:5]1[CH:6]=[CH:7][C:8]([C:11](=[O:13])[N:28]([O:29][CH3:30])[CH3:27])=[N:9][CH:10]=1. The yield is 0.810. (5) The reactants are O[CH2:2][C:3]1[CH:8]=[CH:7][C:6]([S:9][CH:10]2[CH2:13][N:12]([C:14]([C:16]3[O:17][C:18]([C:21]4[CH:26]=[CH:25][CH:24]=[CH:23][CH:22]=4)=[N:19][N:20]=3)=[O:15])[CH2:11]2)=[CH:5][CH:4]=1.S(Cl)([Cl:29])=O. The catalyst is ClCCl. The product is [Cl:29][CH2:2][C:3]1[CH:8]=[CH:7][C:6]([S:9][CH:10]2[CH2:13][N:12]([C:14]([C:16]3[O:17][C:18]([C:21]4[CH:26]=[CH:25][CH:24]=[CH:23][CH:22]=4)=[N:19][N:20]=3)=[O:15])[CH2:11]2)=[CH:5][CH:4]=1. The yield is 0.800. (6) The reactants are [Li]CCCC.[F:6][C:7]([F:20])([F:19])[C:8]1[CH:9]=[C:10]([CH:12]=[C:13]([C:15]([F:18])([F:17])[F:16])[CH:14]=1)[NH2:11].C[O:22][C:23]([C:25]1([CH2:39]OS(C)(=O)=O)[CH2:29][C:28](=[O:30])[N:27]([C:31]2[C:36]([CH3:37])=[CH:35][CH:34]=[CH:33][C:32]=2[CH3:38])[CH2:26]1)=O. The catalyst is C1COCC1. The product is [F:6][C:7]([F:19])([F:20])[C:8]1[CH:9]=[C:10]([NH:11][C:23]([C:25]23[CH2:39][CH:29]2[C:28](=[O:30])[N:27]([C:31]2[C:32]([CH3:38])=[CH:33][CH:34]=[CH:35][C:36]=2[CH3:37])[CH2:26]3)=[O:22])[CH:12]=[C:13]([C:15]([F:16])([F:17])[F:18])[CH:14]=1. The yield is 0.100.